Predict the reaction yield, written as a fraction of the theoretical maximum amount of product (1.0 means a 100% yield; for example, 0.34 means a 34% yield). From a dataset of Reaction yield outcomes from USPTO patents with 853,638 reactions. (1) The reactants are C1(P(C2C=CC=CC=2)C2C=CC=CC=2)C=CC=CC=1.[C:20]([Cl:24])(Cl)(Cl)Cl.[Br:25][C:26]1[CH:27]=[C:28]2[C:33](=[CH:34][CH:35]=1)[CH:32]=[C:31](CO)[CH:30]=[C:29]2[O:38][C:39]1[CH:44]=[CH:43][C:42]([S:45]([CH2:48][CH3:49])(=[O:47])=[O:46])=[CH:41][N:40]=1. The catalyst is O1CCCC1.O. The product is [Br:25][C:26]1[CH:27]=[C:28]2[C:33]([CH:32]=[C:31]([CH2:20][Cl:24])[CH:30]=[C:29]2[O:38][C:39]2[CH:44]=[CH:43][C:42]([S:45]([CH2:48][CH3:49])(=[O:46])=[O:47])=[CH:41][N:40]=2)=[CH:34][CH:35]=1. The yield is 0.760. (2) The reactants are [H-].[Al+3].[Li+].[H-].[H-].[H-].[Br:7][C:8]1[CH:13]=[CH:12][C:11]([NH:14][C:15](=O)[CH3:16])=[CH:10][CH:9]=1.[OH-].[Na+].S([O-])([O-])(=O)=O.[Na+].[Na+]. The catalyst is O1CCCC1.O. The product is [Br:7][C:8]1[CH:13]=[CH:12][C:11]([NH:14][CH2:15][CH3:16])=[CH:10][CH:9]=1. The yield is 0.950. (3) The reactants are [Si](O[C@H:9]([C@H:32]1[CH2:36][C@@H](OCCC)CN1C(OC(C)(C)C)=O)[C@@H:10]([NH:20][C:21](=O)C1C=CC=C(C(=O)N)C=1)CC1C=C(F)C=C(F)C=1)(C(C)(C)C)(C)C.C(OC([N:55]1[CH2:59][C@H:58]([O:60][CH2:61][CH2:62][CH3:63])[CH2:57][C@@H:56]1[C@@H:64]([O:87][Si](C(C)(C)C)(C)C)[C@@H:65]([NH:75][C:76]([C:78]1[CH:79]=[C:80]([CH:84]=[CH:85][CH:86]=1)[C:81]([OH:83])=O)=[O:77])[CH2:66][C:67]1[CH:72]=[C:71]([F:73])[CH:70]=[C:69]([F:74])[CH:68]=1)=O)(C)(C)C.CN(C(ON1N=NC2C=CC=NC1=2)=[N+](C)C)C.F[P-](F)(F)(F)(F)F.CNCCCC. The catalyst is ClCCl. The product is [CH2:10]([N:20]([CH3:21])[C:81](=[O:83])[C:80]1[CH:84]=[CH:85][CH:86]=[C:78]([C:76]([NH:75][C@@H:65]([CH2:66][C:67]2[CH:68]=[C:69]([F:74])[CH:70]=[C:71]([F:73])[CH:72]=2)[C@H:64]([OH:87])[C@H:56]2[CH2:57][C@@H:58]([O:60][CH2:61][CH2:62][CH3:63])[CH2:59][NH:55]2)=[O:77])[CH:79]=1)[CH2:9][CH2:32][CH3:36]. The yield is 0.800. (4) The reactants are [CH3:1][C:2]1[CH:3]=[C:4]([C:16](=O)[CH3:17])[CH:5]=[N:6][C:7]=1[O:8][CH2:9][C:10]([F:15])([F:14])[CH:11]([F:13])[F:12].[CH3:19][C:20]([S@:23]([NH2:25])=[O:24])([CH3:22])[CH3:21]. The product is [CH3:19][C:20]([S@:23]([NH:25][CH:16]([C:4]1[CH:5]=[N:6][C:7]([O:8][CH2:9][C:10]([F:15])([F:14])[CH:11]([F:13])[F:12])=[C:2]([CH3:1])[CH:3]=1)[CH3:17])=[O:24])([CH3:22])[CH3:21]. No catalyst specified. The yield is 0.770. (5) The reactants are [Cl:1][C:2]1[CH:12]=[C:11]([NH:13][CH3:14])[C:5]([C:6](OCC)=[O:7])=[CH:4][N:3]=1.[H-].[H-].[H-].[H-].[Li+].[Al+3].O.[OH-].[Na+]. The catalyst is C1COCC1. The product is [Cl:1][C:2]1[N:3]=[CH:4][C:5]([CH2:6][OH:7])=[C:11]([NH:13][CH3:14])[CH:12]=1. The yield is 0.910.